From a dataset of Full USPTO retrosynthesis dataset with 1.9M reactions from patents (1976-2016). Predict the reactants needed to synthesize the given product. (1) Given the product [C:11]([O:24][CH2:25][CH2:26][CH2:27][CH2:28][S:29]([O:32][K:2])(=[O:31])=[O:30])([C:14]([C:17]([C:20]([F:23])([F:21])[F:22])([F:19])[F:18])([F:16])[F:15])([F:13])[F:12], predict the reactants needed to synthesize it. The reactants are: [F-].[K+:2].C1COS(=O)(=O)CC1.[C:11]([O:24][CH2:25][CH2:26][CH2:27][CH2:28][S:29]([OH:32])(=[O:31])=[O:30])([C:14]([C:17]([C:20]([F:23])([F:22])[F:21])([F:19])[F:18])([F:16])[F:15])([F:13])[F:12].[NH4+]. (2) Given the product [Cl:15][C:16]1[N:21]=[C:20]2[CH:22]=[CH:23][N:24]([CH2:13][C@@H:10]3[CH2:11][CH2:12][N:8]([C:1]([O:3][C:4]([CH3:7])([CH3:6])[CH3:5])=[O:2])[CH2:9]3)[C:19]2=[CH:18][C:17]=1[C:25]1[CH:32]=[CH:31][C:28]([C:29]#[N:30])=[CH:27][CH:26]=1, predict the reactants needed to synthesize it. The reactants are: [C:1]([N:8]1[CH2:12][CH2:11][C@@H:10]([CH2:13]Br)[CH2:9]1)([O:3][C:4]([CH3:7])([CH3:6])[CH3:5])=[O:2].[Cl:15][C:16]1[N:21]=[C:20]2[CH:22]=[CH:23][NH:24][C:19]2=[CH:18][C:17]=1[C:25]1[CH:32]=[CH:31][C:28]([C:29]#[N:30])=[CH:27][CH:26]=1.C(=O)([O-])[O-].[Cs+].[Cs+]. (3) Given the product [C:26]1([CH2:25][CH2:24][CH2:23][O:60][C:29]2[CH:30]=[CH:31][C:26]([CH:25]=[C:45]3[CH2:50][CH2:49][CH2:48][N:47]([CH2:51][CH2:52][C:53]([O:55][C:56]([CH3:59])([CH3:58])[CH3:57])=[O:54])[CH2:46]3)=[CH:27][CH:28]=2)[CH:27]=[CH:28][CH:29]=[CH:30][CH:31]=1, predict the reactants needed to synthesize it. The reactants are: [H-].[Na+].CS(C)=O.[Br-].C1([P+](C2C=CC=CC=2)(C2C=CC=CC=2)CC2C=CC(C[CH2:23][CH2:24][CH2:25][C:26]3[CH:31]=[CH:30][CH:29]=[CH:28][CH:27]=3)=CC=2)C=CC=CC=1.O=[C:45]1[CH2:50][CH2:49][CH2:48][N:47]([CH2:51][CH2:52][C:53]([O:55][C:56]([CH3:59])([CH3:58])[CH3:57])=[O:54])[CH2:46]1.[OH2:60].